From a dataset of Forward reaction prediction with 1.9M reactions from USPTO patents (1976-2016). Predict the product of the given reaction. (1) Given the reactants C(OC([N:8]1[CH2:13][CH2:12][CH:11]([CH2:14][C:15]2[CH:20]=[CH:19][C:18]([F:21])=[CH:17][CH:16]=2)[CH2:10][CH2:9]1)=O)(C)(C)C.[ClH:22], predict the reaction product. The product is: [ClH:22].[F:21][C:18]1[CH:17]=[CH:16][C:15]([CH2:14][CH:11]2[CH2:10][CH2:9][NH:8][CH2:13][CH2:12]2)=[CH:20][CH:19]=1. (2) Given the reactants [F:1][C:2]1[CH:3]=[C:4]([CH:8]=[CH:9][C:10]=1[Br:11])[C:5](O)=O.[NH2:12][C:13]1[CH:18]=[CH:17][CH:16]=[CH:15][C:14]=1[SH:19].[OH-].[NH4+], predict the reaction product. The product is: [Br:11][C:10]1[CH:9]=[CH:8][C:4]([C:5]2[S:19][C:14]3[CH:15]=[CH:16][CH:17]=[CH:18][C:13]=3[N:12]=2)=[CH:3][C:2]=1[F:1]. (3) Given the reactants C([C:5]1C=C[N:8]=[CH:7][CH:6]=1)(C)(C)C.O.[C:12](#[N:15])[CH:13]=[CH2:14].Br[CH2:17][C:18]1[CH:23]=[CH:22][CH:21]=[CH:20][C:19]=1[S:24][C:25]1[CH:30]=[CH:29][CH:28]=[CH:27][C:26]=1[CH2:31]Br.[Cl-].[NH4+], predict the reaction product. The product is: [C:12]([CH2:13][CH2:14][CH2:17][C:18]1[CH:23]=[CH:22][CH:21]=[CH:20][C:19]=1[S:24][C:25]1[C:26]([CH2:31][CH2:5][CH2:6][C:7]#[N:8])=[CH:27][CH:28]=[CH:29][CH:30]=1)#[N:15]. (4) The product is: [NH2:22][CH2:21][C@H:9]1[N:8]([CH2:1][C:2]2[CH:7]=[CH:6][CH:5]=[CH:4][CH:3]=2)[CH2:13][CH2:12][N:11]([C:14]([O:16][C:17]([CH3:20])([CH3:19])[CH3:18])=[O:15])[CH2:10]1. Given the reactants [CH2:1]([N:8]1[CH2:13][CH2:12][N:11]([C:14]([O:16][C:17]([CH3:20])([CH3:19])[CH3:18])=[O:15])[CH2:10][C@H:9]1[CH2:21][N:22]1C(=O)C2C(=CC=CC=2)C1=O)[C:2]1[CH:7]=[CH:6][CH:5]=[CH:4][CH:3]=1.ClCCl.O.NN, predict the reaction product. (5) Given the reactants Cl[C:2]1[CH:3]=[C:4]2[C:8](=[CH:9][C:10]=1Cl)[C:7](=[O:12])[N:6]([CH2:13][C:14]([O:16][CH3:17])=[O:15])[C:5]2=[O:18].[N:19]([O-:21])=[O:20].[K+].Cl.CN(C=[O:28])C, predict the reaction product. The product is: [OH:28][C:2]1[CH:3]=[C:4]2[C:8](=[CH:9][C:10]=1[N+:19]([O-:21])=[O:20])[C:7](=[O:12])[N:6]([CH2:13][C:14]([O:16][CH3:17])=[O:15])[C:5]2=[O:18]. (6) Given the reactants [OH:1][CH2:2][C:3]([C:6]1[S:10][C:9]([C:11]([OH:13])=[O:12])=[CH:8][CH:7]=1)([CH3:5])[CH3:4].[C:14]([O-])([O-])=O.[K+].[K+].IC.O, predict the reaction product. The product is: [CH3:14][O:12][C:11]([C:9]1[S:10][C:6]([C:3]([CH3:4])([CH3:5])[CH2:2][OH:1])=[CH:7][CH:8]=1)=[O:13].